Predict the reactants needed to synthesize the given product. From a dataset of Full USPTO retrosynthesis dataset with 1.9M reactions from patents (1976-2016). (1) Given the product [C:47]([C:46]1[CH:49]=[CH:50][CH:51]=[CH:52][C:45]=1[O:44][CH2:43][CH2:42][CH2:41][CH2:40][O:1][C:2]1[CH:7]=[CH:6][C:5]([CH:8]2[CH2:13][CH2:12][N:11]([C:14]([O:16][C:17]([CH3:19])([CH3:20])[CH3:18])=[O:15])[CH2:10][CH:9]2[O:21][CH2:22][C:23]2[CH:32]=[C:31]3[C:26]([CH2:27][CH2:28][C:29](=[O:38])[N:30]3[CH2:33][CH2:34][CH2:35][O:36][CH3:37])=[CH:25][CH:24]=2)=[CH:4][CH:3]=1)#[N:48], predict the reactants needed to synthesize it. The reactants are: [OH:1][C:2]1[CH:7]=[CH:6][C:5]([CH:8]2[CH2:13][CH2:12][N:11]([C:14]([O:16][C:17]([CH3:20])([CH3:19])[CH3:18])=[O:15])[CH2:10][CH:9]2[O:21][CH2:22][C:23]2[CH:32]=[C:31]3[C:26]([CH2:27][CH2:28][C:29](=[O:38])[N:30]3[CH2:33][CH2:34][CH2:35][O:36][CH3:37])=[CH:25][CH:24]=2)=[CH:4][CH:3]=1.Br[CH2:40][CH2:41][CH2:42][CH2:43][O:44][C:45]1[CH:52]=[CH:51][CH:50]=[CH:49][C:46]=1[C:47]#[N:48]. (2) The reactants are: [CH3:1][C:2]1[CH:3]=[CH:4][C:5]([C:13]2[N:21]3[C:16]([CH:17]=[N:18][C:19]([S:22][CH3:23])=[N:20]3)=[CH:15][CH:14]=2)=[C:6]([NH:8][S:9]([CH3:12])(=[O:11])=[O:10])[CH:7]=1.C1C=C(Cl)C=C(C(OO)=[O:32])C=1. Given the product [CH3:23][S:22]([C:19]1[N:18]=[CH:17][C:16]2=[CH:15][CH:14]=[C:13]([C:5]3[CH:4]=[CH:3][C:2]([CH3:1])=[CH:7][C:6]=3[NH:8][S:9]([CH3:12])(=[O:11])=[O:10])[N:21]2[N:20]=1)=[O:32], predict the reactants needed to synthesize it. (3) Given the product [NH2:15][C:11]1[N:10]=[C:9]([NH:22][CH2:17][CH2:18][CH2:19][CH2:20][CH3:21])[C:8]([CH2:1][C:2]2[CH:7]=[CH:6][CH:5]=[CH:4][CH:3]=2)=[C:13]([CH3:14])[N:12]=1, predict the reactants needed to synthesize it. The reactants are: [CH2:1]([C:8]1[C:9](Cl)=[N:10][C:11]([NH2:15])=[N:12][C:13]=1[CH3:14])[C:2]1[CH:7]=[CH:6][CH:5]=[CH:4][CH:3]=1.[CH2:17]([NH2:22])[CH2:18][CH2:19][CH2:20][CH3:21]. (4) Given the product [Cl:1][C:2]1[CH:3]=[C:4]([CH:24]=[CH:25][C:26]=1[F:27])[CH2:5][N:6]1[CH2:15][CH2:14][C:13]2[C:8](=[C:9]([OH:22])[C:10](=[O:21])[N:11]3[CH2:34][CH2:20][NH:18][C:16](=[O:17])[C:12]3=2)[C:7]1=[O:23], predict the reactants needed to synthesize it. The reactants are: [Cl:1][C:2]1[CH:3]=[C:4]([CH:24]=[CH:25][C:26]=1[F:27])[CH2:5][N:6]1[CH2:15][CH2:14][C:13]2[C:12]([C:16]([N:18]([CH3:20])C)=[O:17])=[N:11][C:10]([OH:21])=[C:9]([OH:22])[C:8]=2[C:7]1=[O:23].C[O-].[Mg+2].C[O-].Br[CH2:34]CNC(=O)OCCCC. (5) Given the product [Cl:9][C:4]1[CH:5]=[C:6]([Cl:8])[CH:7]=[C:2]([C:17]2[CH:18]=[CH:19][C:14]([O:13][CH:10]([CH3:12])[CH3:11])=[CH:15][CH:16]=2)[N:3]=1, predict the reactants needed to synthesize it. The reactants are: Cl[C:2]1[CH:7]=[C:6]([Cl:8])[CH:5]=[C:4]([Cl:9])[N:3]=1.[CH:10]([O:13][C:14]1[CH:19]=[CH:18][C:17](B(O)O)=[CH:16][CH:15]=1)([CH3:12])[CH3:11].[O-]P([O-])([O-])=O.[K+].[K+].[K+]. (6) Given the product [C:17]([O:16][C:14]([N:1]1[C:9]2[CH:8]=[CH:7][CH:6]=[C:5]([C:10]([OH:12])=[O:11])[C:4]=2[CH:3]=[CH:2]1)=[O:13])([CH3:20])([CH3:19])[CH3:18], predict the reactants needed to synthesize it. The reactants are: [NH:1]1[C:9]2[CH:8]=[CH:7][CH:6]=[C:5]([C:10]([OH:12])=[O:11])[C:4]=2[CH2:3][CH2:2]1.[O:13](C(OC(C)(C)C)=O)[C:14]([O:16][C:17]([CH3:20])([CH3:19])[CH3:18])=O.CCN(CC)CC.Cl.N1C2C(=CC=CC=2)C=C1.